Dataset: Forward reaction prediction with 1.9M reactions from USPTO patents (1976-2016). Task: Predict the product of the given reaction. (1) Given the reactants [CH3:1][C:2]1[CH:6]=[C:5]([CH3:7])[N:4]([C:8]2[CH:9]=[C:10]([CH:25]=[CH:26][CH:27]=2)[O:11][C:12]2[CH:24]=[CH:23][C:22]3[C:21]4[C:16](=[CH:17][CH:18]=[CH:19][CH:20]=4)[NH:15][C:14]=3[CH:13]=2)[N:3]=1.Br[C:29]1[CH:34]=[C:33]([F:35])[CH:32]=[CH:31][N:30]=1, predict the reaction product. The product is: [CH3:1][C:2]1[CH:6]=[C:5]([CH3:7])[N:4]([C:8]2[CH:9]=[C:10]([CH:25]=[CH:26][CH:27]=2)[O:11][C:12]2[CH:24]=[CH:23][C:22]3[C:21]4[C:16](=[CH:17][CH:18]=[CH:19][CH:20]=4)[N:15]([C:29]4[CH:34]=[C:33]([F:35])[CH:32]=[CH:31][N:30]=4)[C:14]=3[CH:13]=2)[N:3]=1. (2) Given the reactants [F:1][C:2]1[CH:17]=[CH:16][C:5]2[N:6]([CH2:11][C@H:12]([CH3:15])[CH2:13]I)[C:7](=[O:10])[CH2:8][O:9][C:4]=2[CH:3]=1.[CH2:18]([CH:22]1[CH2:27][CH2:26][NH:25][CH2:24][CH2:23]1)[CH2:19][CH2:20][CH3:21], predict the reaction product. The product is: [CH2:18]([CH:22]1[CH2:27][CH2:26][N:25]([CH2:13][C@@H:12]([CH3:15])[CH2:11][N:6]2[C:5]3[CH:16]=[CH:17][C:2]([F:1])=[CH:3][C:4]=3[O:9][CH2:8][C:7]2=[O:10])[CH2:24][CH2:23]1)[CH2:19][CH2:20][CH3:21].